This data is from Catalyst prediction with 721,799 reactions and 888 catalyst types from USPTO. The task is: Predict which catalyst facilitates the given reaction. (1) The catalyst class is: 4. Product: [CH:5]([O:4][C:2]([N:35]1[CH2:36][CH2:37][CH:32]([N:29]2[C:25]3=[N:26][CH:27]=[N:28][C:23]([O:22][C:21]4[CH:38]=[CH:39][C:18]([O:17][CH2:15][CH3:16])=[CH:19][C:20]=4[F:40])=[C:24]3[CH:31]=[N:30]2)[CH2:33][CH2:34]1)=[O:3])([CH3:7])[CH3:6]. Reactant: Cl[C:2]([O:4][CH:5]([CH3:7])[CH3:6])=[O:3].FC(F)(F)C(O)=O.[CH2:15]([O:17][C:18]1[CH:39]=[CH:38][C:21]([O:22][C:23]2[N:28]=[CH:27][N:26]=[C:25]3[N:29]([CH:32]4[CH2:37][CH2:36][NH:35][CH2:34][CH2:33]4)[N:30]=[CH:31][C:24]=23)=[C:20]([F:40])[CH:19]=1)[CH3:16].C(N(C(C)C)CC)(C)C.O. (2) Reactant: [CH2:1]([N:3]1[C:7]([NH2:8])=[CH:6][CH:5]=[N:4]1)[CH3:2].Cl[C:10](=[C:13]([C:19]([O:21][CH2:22][CH3:23])=[O:20])[C:14](OCC)=O)[CH2:11][CH3:12].C(N(CC)CC)C.P(Cl)(Cl)([Cl:33])=O. Product: [Cl:33][C:14]1[C:13]([C:19]([O:21][CH2:22][CH3:23])=[O:20])=[C:10]([CH2:11][CH3:12])[N:8]=[C:7]2[N:3]([CH2:1][CH3:2])[N:4]=[CH:5][C:6]=12. The catalyst class is: 11. (3) Reactant: [CH3:1][C:2]1[O:6][C:5]([C:7]2[CH:12]=[CH:11][C:10](C3SC=CC=3)=[CH:9][CH:8]=2)=[N:4][C:3]=1[CH2:18][CH2:19][O:20]S(C1C=CC(C)=CC=1)(=O)=O.C([O:33][C:34](=[O:55])[C:35]([O:48][C:49]1[CH:54]=[CH:53][CH:52]=[CH:51][CH:50]=1)([CH3:47])[CH2:36][C:37]1[C:46]2[C:41](=[CH:42][CH:43]=[CH:44][CH:45]=2)[CH:40]=[CH:39][CH:38]=1)C. Product: [C:11]1([C:7]2[CH:12]=[CH:11][CH:10]=[CH:9][CH:8]=2)[CH:10]=[CH:9][CH:8]=[C:7]([C:5]2[O:6][C:2]([CH3:1])=[C:3]([CH2:18][CH2:19][O:20][C:40]3[C:41]4[C:46](=[CH:45][CH:44]=[CH:43][CH:42]=4)[C:37]([CH2:36][C:35]([CH3:47])([O:48][C:49]4[CH:50]=[CH:51][CH:52]=[CH:53][CH:54]=4)[C:34]([OH:33])=[O:55])=[CH:38][CH:39]=3)[N:4]=2)[CH:12]=1. The catalyst class is: 8. (4) Reactant: [CH3:1][N:2]1[CH2:7][CH2:6][NH:5][CH2:4][CH2:3]1.C(O[BH-](OC(=O)C)OC(=O)C)(=O)C.[Na+].[Cl:22][C:23]1[CH:24]=[C:25]([C:28]([F:31])=[CH:29][N:30]=1)[CH:26]=O.[OH-].[Na+]. The catalyst class is: 671. Product: [Cl:22][C:23]1[CH:24]=[C:25]([CH2:26][N:5]2[CH2:6][CH2:7][N:2]([CH3:1])[CH2:3][CH2:4]2)[C:28]([F:31])=[CH:29][N:30]=1. (5) Reactant: [Cl:1][C:2]1[CH:7]=[CH:6][N:5]=[C:4]2[NH:8][C:9]([C:11]3[CH:20]=[CH:19][C:14]([C:15]([O:17]C)=[O:16])=[CH:13][CH:12]=3)=[N:10][C:3]=12.[OH-].[Li+].Cl. Product: [Cl:1][C:2]1[CH:7]=[CH:6][N:5]=[C:4]2[NH:8][C:9]([C:11]3[CH:12]=[CH:13][C:14]([C:15]([OH:17])=[O:16])=[CH:19][CH:20]=3)=[N:10][C:3]=12. The catalyst class is: 20.